Dataset: Catalyst prediction with 721,799 reactions and 888 catalyst types from USPTO. Task: Predict which catalyst facilitates the given reaction. (1) The catalyst class is: 6. Reactant: IC.[CH3:3]N(C)C=O.C(=O)([O-])[O-].[K+].[K+].[CH:14]([O:17][NH:18][C:19](=[O:31])[C:20](=[N:26][O:27][CH:28]([CH3:30])[CH3:29])[N:21]1[CH:25]=[N:24][CH:23]=[N:22]1)([CH3:16])[CH3:15]. Product: [CH:28]([O:27][N:26]=[C:20]([N:21]1[CH:25]=[N:24][CH:23]=[N:22]1)[C:19](=[N:18][O:17][CH:14]([CH3:16])[CH3:15])[O:31][CH3:3])([CH3:30])[CH3:29]. (2) Reactant: FC(F)(F)C(O)=O.[CH3:8][S:9]([C@H:12]1[CH2:17][CH2:16][C@H:15]([NH2:18])[CH2:14][CH2:13]1)(=[O:11])=[O:10].[C:19]1([S:25]([N:28]2[C:32]3=[N:33][CH:34]=[C:35]([N+:38]([O-:40])=[O:39])[C:36](Cl)=[C:31]3[CH:30]=[CH:29]2)(=[O:27])=[O:26])[CH:24]=[CH:23][CH:22]=[CH:21][CH:20]=1.C(N(C(C)C)CC)(C)C. Product: [C:19]1([S:25]([N:28]2[C:32]3=[N:33][CH:34]=[C:35]([N+:38]([O-:40])=[O:39])[C:36]([NH:18][C@H:15]4[CH2:16][CH2:17][C@H:12]([S:9]([CH3:8])(=[O:10])=[O:11])[CH2:13][CH2:14]4)=[C:31]3[CH:30]=[CH:29]2)(=[O:26])=[O:27])[CH:20]=[CH:21][CH:22]=[CH:23][CH:24]=1. The catalyst class is: 41. (3) Reactant: [C:1]([O:5][C:6](=[O:21])[NH:7][C@H:8]([C:18](=[O:20])[NH2:19])[CH2:9][C:10]1[CH:15]=[CH:14][C:13]([OH:16])=[C:12]([OH:17])[CH:11]=1)([CH3:4])([CH3:3])[CH3:2].Cl[C:23]([O:25][CH3:26])=[O:24].[CH2:27](N(CC)CC)C.[OH2:34].C[C:36](N(C)C)=[O:37]. Product: [CH3:27][O:34][C:36](=[O:37])[O:17][C:12]1[CH:11]=[C:10]([CH2:9][C@H:8]([NH:7][C:6]([O:5][C:1]([CH3:4])([CH3:2])[CH3:3])=[O:21])[C:18](=[O:20])[NH2:19])[CH:15]=[CH:14][C:13]=1[O:16][C:23]([O:25][CH3:26])=[O:24]. The catalyst class is: 4. (4) Reactant: [NH2:1][C:2]1[CH:7]=[CH:6][CH:5]=[CH:4][C:3]=1[CH:8]1[C:17]([CH3:19])([CH3:18])[CH2:16][C:15]2[C:10](=[CH:11][CH:12]=[C:13]([C:20]([O:22][CH3:23])=[O:21])[CH:14]=2)[NH:9]1.C(N(CC)C(C)C)(C)C.[N:33]1[CH:38]=[CH:37][CH:36]=[CH:35][C:34]=1[C:39](Cl)=[O:40]. Product: [CH3:19][C:17]1([CH3:18])[CH2:16][C:15]2[C:10](=[CH:11][CH:12]=[C:13]([C:20]([O:22][CH3:23])=[O:21])[CH:14]=2)[NH:9][CH:8]1[C:3]1[CH:4]=[CH:5][CH:6]=[CH:7][C:2]=1[NH:1][C:39](=[O:40])[C:34]1[CH:35]=[CH:36][CH:37]=[CH:38][N:33]=1. The catalyst class is: 4.